This data is from Full USPTO retrosynthesis dataset with 1.9M reactions from patents (1976-2016). The task is: Predict the reactants needed to synthesize the given product. Given the product [CH3:8][O:9][C:10](=[O:53])[CH2:11][C:12]1[CH:17]=[CH:16][C:15]([C:18]2[CH:23]=[CH:22][C:21]([C:24]([CH2:49][CH3:50])([C:27]3[CH:32]=[CH:31][C:30]([C:33]#[C:34][C:35]([OH:44])([C:40]([F:41])([F:43])[F:42])[C:36]([F:38])([F:37])[F:39])=[C:29]([CH3:48])[CH:28]=3)[CH2:25][CH3:26])=[CH:20][C:19]=2[CH3:51])=[CH:14][C:13]=1[F:52], predict the reactants needed to synthesize it. The reactants are: FC(F)(F)C(O)=O.[CH3:8][O:9][C:10](=[O:53])[CH2:11][C:12]1[CH:17]=[CH:16][C:15]([C:18]2[CH:23]=[CH:22][C:21]([C:24]([CH2:49][CH3:50])([C:27]3[CH:32]=[CH:31][C:30]([C:33]#[C:34][C:35]([O:44]COC)([C:40]([F:43])([F:42])[F:41])[C:36]([F:39])([F:38])[F:37])=[C:29]([CH3:48])[CH:28]=3)[CH2:25][CH3:26])=[CH:20][C:19]=2[CH3:51])=[CH:14][C:13]=1[F:52].